This data is from Full USPTO retrosynthesis dataset with 1.9M reactions from patents (1976-2016). The task is: Predict the reactants needed to synthesize the given product. (1) Given the product [CH:1]1([C:7]2[N:11]([CH2:12][CH2:13][C:14]3[CH:19]=[CH:18][C:17]([F:20])=[CH:16][CH:15]=3)[C:10]([CH3:21])=[C:9]([C:22]([OH:24])=[O:23])[CH:8]=2)[CH2:6][CH2:5][CH2:4][CH2:3][CH2:2]1, predict the reactants needed to synthesize it. The reactants are: [CH:1]1([C:7]2[N:11]([CH2:12][CH2:13][C:14]3[CH:19]=[CH:18][C:17]([F:20])=[CH:16][CH:15]=3)[C:10]([CH3:21])=[C:9]([C:22]([O:24]CC)=[O:23])[CH:8]=2)[CH2:6][CH2:5][CH2:4][CH2:3][CH2:2]1.[OH-].[Na+]. (2) The reactants are: Br[C:2]1[CH:7]=[CH:6][C:5]([C:8]2[N:9](C(OCC(C)C)=O)[CH:10]=[CH:11][N:12]=2)=[CH:4][CH:3]=1.[B:20]1([B:20]2[O:24][C:23]([CH3:26])([CH3:25])[C:22]([CH3:28])([CH3:27])[O:21]2)[O:24][C:23]([CH3:26])([CH3:25])[C:22]([CH3:28])([CH3:27])[O:21]1.C([O-])(=O)C.[K+]. Given the product [CH3:27][C:22]1([CH3:28])[C:23]([CH3:26])([CH3:25])[O:24][B:20]([C:2]2[CH:3]=[CH:4][C:5]([C:8]3[NH:12][CH:11]=[CH:10][N:9]=3)=[CH:6][CH:7]=2)[O:21]1, predict the reactants needed to synthesize it. (3) Given the product [CH3:25][O:21][CH:18]1[CH2:19][CH2:20][N:15]([C:12]2[CH:11]=[CH:10][C:9]([B:4]3[O:3][C:2]([CH3:22])([CH3:1])[C:6]([CH3:7])([CH3:8])[O:5]3)=[CH:14][CH:13]=2)[CH2:16][CH2:17]1, predict the reactants needed to synthesize it. The reactants are: [CH3:1][C:2]1([CH3:22])[C:6]([CH3:8])([CH3:7])[O:5][B:4]([C:9]2[CH:14]=[CH:13][C:12]([N:15]3[CH2:20][CH2:19][CH:18]([OH:21])[CH2:17][CH2:16]3)=[CH:11][CH:10]=2)[O:3]1.[H-].[Na+].[CH3:25]I.O. (4) Given the product [CH3:1][C:2]1[C:10]([CH3:11])=[CH:9][CH:8]=[CH:7][C:3]=1[C:4]([NH:20][CH2:19][CH:18]([N:12]1[CH2:13][CH2:14][O:15][CH2:16][CH2:17]1)[C:21]1[CH:26]=[CH:25][CH:24]=[CH:23][N:22]=1)=[O:6], predict the reactants needed to synthesize it. The reactants are: [CH3:1][C:2]1[C:10]([CH3:11])=[CH:9][CH:8]=[CH:7][C:3]=1[C:4]([OH:6])=O.[N:12]1([CH:18]([C:21]2[CH:26]=[CH:25][CH:24]=[CH:23][N:22]=2)[CH2:19][NH2:20])[CH2:17][CH2:16][O:15][CH2:14][CH2:13]1. (5) Given the product [CH2:1]([O:8][C:9]1[C:10]([C:37]([NH:74][CH2:75][C:76]2[CH:86]=[CH:85][C:84]([F:87])=[CH:83][C:77]=2[C:78]([O:80][CH2:81][CH3:82])=[O:79])=[O:38])=[N:11][C:12]([N:19]2[CH2:20][CH2:21][N:22]([CH2:25][CH2:26][CH2:27][CH2:28][NH:29][C:30]([O:32][C:33]([CH3:34])([CH3:35])[CH3:36])=[O:31])[CH2:23][CH2:24]2)=[C:13]2[C:18]=1[N:17]=[CH:16][CH:15]=[CH:14]2)[C:2]1[CH:3]=[CH:4][CH:5]=[CH:6][CH:7]=1, predict the reactants needed to synthesize it. The reactants are: [CH2:1]([O:8][C:9]1[C:10]([C:37](O)=[O:38])=[N:11][C:12]([N:19]2[CH2:24][CH2:23][N:22]([CH2:25][CH2:26][CH2:27][CH2:28][NH:29][C:30]([O:32][C:33]([CH3:36])([CH3:35])[CH3:34])=[O:31])[CH2:21][CH2:20]2)=[C:13]2[C:18]=1[N:17]=[CH:16][CH:15]=[CH:14]2)[C:2]1[CH:7]=[CH:6][CH:5]=[CH:4][CH:3]=1.CCN(C(C)C)C(C)C.CN(C(ON1N=NC2C=CC=CC1=2)=[N+](C)C)C.F[P-](F)(F)(F)(F)F.Cl.[NH2:74][CH2:75][C:76]1[CH:86]=[CH:85][C:84]([F:87])=[CH:83][C:77]=1[C:78]([O:80][CH2:81][CH3:82])=[O:79]. (6) Given the product [NH:33]1[C:7]2=[N:2][CH:3]=[C:4]([NH:11][C:22](=[O:23])[O:24][C:25]3[CH:30]=[CH:29][CH:28]=[CH:27][CH:26]=3)[CH:5]=[C:6]2[CH:20]=[N:15]1, predict the reactants needed to synthesize it. The reactants are: C[N:2]1[CH:7]=[C:6]([N+]([O-])=O)[CH:5]=[C:4]([N+:11]([O-])=O)[C:3]1=O.[N:15]1[CH:20]=CC=CC=1.Cl[C:22]([O:24][C:25]1[CH:30]=[CH:29][CH:28]=[CH:27][CH:26]=1)=[O:23].C(#[N:33])C.